The task is: Predict the reactants needed to synthesize the given product.. This data is from Full USPTO retrosynthesis dataset with 1.9M reactions from patents (1976-2016). (1) Given the product [Br:1][C:2]1[CH:9]=[CH:6][C:5]([OH:10])=[C:4]([CH:11]([O:14][CH3:15])[O:16][CH3:17])[CH:3]=1, predict the reactants needed to synthesize it. The reactants are: [Br:1][C:2]1[CH:9]=[C:6](C=O)[C:5]([OH:10])=[CH:4][CH:3]=1.[CH:11]([O:16][CH3:17])([O:14][CH3:15])OC.C1(C)C=CC(S(O)(=O)=O)=CC=1.C(=O)(O)[O-].[Na+]. (2) Given the product [N+:20]([C:11]1[CH:12]=[C:13]([O:18][CH3:19])[C:14]([O:16][CH3:17])=[CH:15][C:10]=1[N:9]1[C:3]([C:4]([O:6][CH2:7][CH3:8])=[O:5])=[CH:35][N:34]=[CH:33]1)([O-:22])=[O:21], predict the reactants needed to synthesize it. The reactants are: CO[CH:3]([NH:9][C:10]1[CH:15]=[C:14]([O:16][CH3:17])[C:13]([O:18][CH3:19])=[CH:12][C:11]=1[N+:20]([O-:22])=[O:21])[C:4]([O:6][CH2:7][CH3:8])=[O:5].S([CH2:33][N+:34]#[C-:35])(C1C=CC(C)=CC=1)(=O)=O.C(=O)([O-])[O-].[K+].[K+]. (3) Given the product [CH2:20]([O:24][C:25]1[CH:32]=[CH:31][CH:30]=[CH:29][C:26]=1[CH2:27][N:17]1[CH2:18][CH2:19][C:12]2([CH2:11][N:10]([C:8](=[O:9])[CH2:7][C:2]3[CH:3]=[CH:4][CH:5]=[CH:6][N:1]=3)[CH2:14][CH2:13]2)[CH2:15][CH2:16]1)[CH:21]([CH3:23])[CH3:22], predict the reactants needed to synthesize it. The reactants are: [N:1]1[CH:6]=[CH:5][CH:4]=[CH:3][C:2]=1[CH2:7][C:8]([N:10]1[CH2:14][CH2:13][C:12]2([CH2:19][CH2:18][NH:17][CH2:16][CH2:15]2)[CH2:11]1)=[O:9].[CH2:20]([O:24][C:25]1[CH:32]=[CH:31][CH:30]=[CH:29][C:26]=1[CH:27]=O)[CH:21]([CH3:23])[CH3:22].C(O[BH-](OC(=O)C)OC(=O)C)(=O)C.[Na+].CO. (4) Given the product [I-:2].[CH3:12][N:8]1[CH:9]=[CH:10][CH:11]=[C:7]1[CH2:6][N+:4]([CH3:13])([CH3:5])[CH3:3], predict the reactants needed to synthesize it. The reactants are: C[I:2].[CH3:3][N:4]([CH2:6][C:7]1[N:8]([CH3:12])[CH:9]=[CH:10][CH:11]=1)[CH3:5].[C:13](OCC)(=O)C. (5) The reactants are: [OH:1][C:2]1[CH:11]=[CH:10][C:5]([C:6]([O:8][CH3:9])=[O:7])=[CH:4][CH:3]=1.C(=O)([O-])[O-].[K+].[K+].Br[CH2:19][C:20]1[CH:25]=[CH:24][CH:23]=[C:22]([F:26])[CH:21]=1.O. Given the product [F:26][C:22]1[CH:21]=[C:20]([CH:25]=[CH:24][CH:23]=1)[CH2:19][O:1][C:2]1[CH:3]=[CH:4][C:5]([C:6]([O:8][CH3:9])=[O:7])=[CH:10][CH:11]=1, predict the reactants needed to synthesize it. (6) Given the product [S:17]1[C:13]2[CH:11]=[N:10][CH:8]=[N:20][C:14]=2[N:15]=[CH:16]1, predict the reactants needed to synthesize it. The reactants are: C[N+](C)=CCl.[Cl-].[Cl-].[CH2:8]([NH:10][C:11]([C:13]1[S:17][C:16](SC)=[N:15][C:14]=1[NH2:20])=O)C.